This data is from Reaction yield outcomes from USPTO patents with 853,638 reactions. The task is: Predict the reaction yield, written as a fraction of the theoretical maximum amount of product (1.0 means a 100% yield; for example, 0.34 means a 34% yield). (1) The reactants are [C:1]([O:5][C:6](=[O:15])[NH:7][C@@H:8]1[CH2:13][C@@H:12]([CH3:14])[CH2:11][NH:10][CH2:9]1)([CH3:4])([CH3:3])[CH3:2].C([O-])(O)=O.[Na+].Cl[C:22]([O:24][CH2:25][C:26]1[CH:31]=[CH:30][CH:29]=[CH:28][CH:27]=1)=[O:23]. The catalyst is O1CCOCC1.O. The product is [CH2:25]([O:24][C:22]([N:10]1[CH2:11][C@H:12]([CH3:14])[CH2:13][C@@H:8]([NH:7][C:6]([O:5][C:1]([CH3:4])([CH3:2])[CH3:3])=[O:15])[CH2:9]1)=[O:23])[C:26]1[CH:31]=[CH:30][CH:29]=[CH:28][CH:27]=1. The yield is 0.760. (2) The reactants are [CH2:1]([O:8][C:9]1[CH:10]=[C:11]([CH:14]=[CH:15][CH:16]=1)[CH:12]=O)[C:2]1[CH:7]=[CH:6][CH:5]=[CH:4][CH:3]=1.[C:17](#[N:21])[CH2:18][C:19]#[N:20].C(O)C.[BH4-].[Na+]. The catalyst is O. The product is [CH2:1]([O:8][C:9]1[CH:10]=[C:11]([CH:14]=[CH:15][CH:16]=1)[CH2:12][CH:18]([C:17]#[N:21])[C:19]#[N:20])[C:2]1[CH:7]=[CH:6][CH:5]=[CH:4][CH:3]=1. The yield is 0.920. (3) The reactants are FC(F)(F)C(O)=O.CS(O)(=O)=O.C([O:20][C:21]1[CH:30]=[C:29]2[C:24]([C:25]([O:31][C:32]3[C:33]([C:39]4[S:40][CH:41]=[CH:42][N:43]=4)=[N:34][C:35]([CH3:38])=[CH:36][CH:37]=3)=[CH:26][CH:27]=[N:28]2)=[CH:23][C:22]=1[O:44][CH3:45])C1C=CC=CC=1.C(=O)([O-])O.[Na+]. No catalyst specified. The product is [CH3:45][O:44][C:22]1[CH:23]=[C:24]2[C:29](=[CH:30][C:21]=1[OH:20])[N:28]=[CH:27][CH:26]=[C:25]2[O:31][C:32]1[C:33]([C:39]2[S:40][CH:41]=[CH:42][N:43]=2)=[N:34][C:35]([CH3:38])=[CH:36][CH:37]=1. The yield is 0.700. (4) The reactants are Br[C:2]1[C:10]2[C:5](=[CH:6][CH:7]=[C:8]([C:11]#[N:12])[CH:9]=2)[N:4]([CH:13]2[CH2:18][CH2:17][CH2:16][CH2:15][O:14]2)[N:3]=1.[N:19]1([CH2:24][CH2:25][O:26][C:27]2[CH:28]=[C:29]3[C:34](=[CH:35][CH:36]=2)[CH:33]=[C:32](B(O)O)[CH:31]=[CH:30]3)[CH2:23][CH2:22][CH2:21][CH2:20]1. No catalyst specified. The product is [N:19]1([CH2:24][CH2:25][O:26][C:27]2[CH:28]=[C:29]3[C:34](=[CH:35][CH:36]=2)[CH:33]=[C:32]([C:2]2[C:10]4[C:5](=[CH:6][CH:7]=[C:8]([C:11]#[N:12])[CH:9]=4)[N:4]([CH:13]4[CH2:18][CH2:17][CH2:16][CH2:15][O:14]4)[N:3]=2)[CH:31]=[CH:30]3)[CH2:23][CH2:22][CH2:21][CH2:20]1. The yield is 0.120. (5) The reactants are CS(O[CH2:6][CH2:7][N:8]1[CH:12]=[C:11]([C:13]2[CH:18]=[C:17]([C:19]([O:21]C)=[O:20])[CH:16]=[CH:15][N:14]=2)[N:10]=[CH:9]1)(=O)=O.[F:23][C:24]([F:34])([F:33])[C:25]1[CH:32]=[CH:31][CH:30]=[CH:29][C:26]=1[CH2:27][NH2:28]. No catalyst specified. The product is [F:23][C:24]([F:33])([F:34])[C:25]1[CH:32]=[CH:31][CH:30]=[CH:29][C:26]=1[CH2:27][NH:28][CH2:6][CH2:7][N:8]1[CH:12]=[C:11]([C:13]2[CH:18]=[C:17]([C:19]([OH:21])=[O:20])[CH:16]=[CH:15][N:14]=2)[N:10]=[CH:9]1. The yield is 0.0600. (6) The reactants are C[O:2][C:3]([C:5]1[C:6]([S:18][CH2:19][CH3:20])=[N:7][C:8]([N:12]2[CH2:17][CH2:16][O:15][CH2:14][CH2:13]2)=[N:9][C:10]=1[CH3:11])=[O:4].[OH-].[Na+]. The catalyst is O1CCOCC1. The product is [CH2:19]([S:18][C:6]1[C:5]([C:3]([OH:4])=[O:2])=[C:10]([CH3:11])[N:9]=[C:8]([N:12]2[CH2:17][CH2:16][O:15][CH2:14][CH2:13]2)[N:7]=1)[CH3:20]. The yield is 0.680. (7) The reactants are Br[C:2]1[CH:7]=[CH:6][C:5]([C:8]2[CH:13]=[CH:12][C:11]([Br:14])=[CH:10][CH:9]=2)=[CH:4][CH:3]=1.[Li]CCCC.CN([CH:23]=[O:24])C. The catalyst is C1COCC1. The product is [Br:14][C:11]1[CH:12]=[CH:13][C:8]([C:5]2[CH:6]=[CH:7][C:2]([CH:23]=[O:24])=[CH:3][CH:4]=2)=[CH:9][CH:10]=1. The yield is 0.550. (8) The reactants are [Cl:1][C:2]1[CH:7]=[C:6]2[CH2:8][O:9][C:10]3[CH:33]=[C:32]4[C:13]([CH:14]=[CH:15][C:16]5[N:20]=[C:19]([C@@H:21]6[CH2:25][C@H:24]([O:26][CH2:27][CH3:28])[CH2:23][N:22]6C([O-])=O)[NH:18][C:17]=54)=[CH:12][C:11]=3[C:5]2=[CH:4][CH:3]=1.Cl.[CH3:35][O:36][C:37]([NH:39][C@@H:40]([CH:44]([CH3:46])[CH3:45])[C:41](O)=[O:42])=[O:38].CN(C(ON1N=NC2C=CC=NC1=2)=[N+](C)C)C.F[P-](F)(F)(F)(F)F.CCN(C(C)C)C(C)C. The catalyst is C(Cl)Cl.CO. The product is [Cl:1][C:2]1[CH:7]=[C:6]2[CH2:8][O:9][C:10]3[CH:33]=[C:32]4[C:13]([CH:14]=[CH:15][C:16]5[N:20]=[C:19]([C@@H:21]6[CH2:25][C@H:24]([O:26][CH2:27][CH3:28])[CH2:23][N:22]6[C:41](=[O:42])[C@@H:40]([NH:39][C:37](=[O:38])[O:36][CH3:35])[CH:44]([CH3:46])[CH3:45])[NH:18][C:17]=54)=[CH:12][C:11]=3[C:5]2=[CH:4][CH:3]=1. The yield is 0.900. (9) The product is [CH:14]1([NH:20][C:2]2[CH:3]=[C:4]([CH:8]=[CH:9][C:10]=2[N+:11]([O-:13])=[O:12])[C:5]([OH:7])=[O:6])[CH2:19][CH2:18][CH2:17][CH2:16][CH2:15]1. The catalyst is CN1C(=O)CCC1. The yield is 1.00. The reactants are F[C:2]1[CH:3]=[C:4]([CH:8]=[CH:9][C:10]=1[N+:11]([O-:13])=[O:12])[C:5]([OH:7])=[O:6].[CH:14]1([NH2:20])[CH2:19][CH2:18][CH2:17][CH2:16][CH2:15]1. (10) The reactants are O[CH2:2][C:3]1[CH:12]=[N:11][C:10]2[N:9]3[CH2:13][CH2:14][S:15][CH2:16][C@H:8]3[C:7](=[O:17])[NH:6][C:5]=2[CH:4]=1.[I-].C(C[P+](C)(C)C)#N.CCN(C(C)C)C(C)C.Cl.[CH3:36][C@@H:37]1[NH:42][CH2:41][CH2:40][N:39]([C:43]2[CH:50]=[CH:49][C:46]([C:47]#[N:48])=[CH:45][CH:44]=2)[CH2:38]1. The catalyst is C(#N)CC.CS(C)=O. The product is [CH3:36][C@@H:37]1[N:42]([CH2:2][C:3]2[CH:12]=[N:11][C:10]3[N:9]4[CH2:13][CH2:14][S:15][CH2:16][C@H:8]4[C:7](=[O:17])[NH:6][C:5]=3[CH:4]=2)[CH2:41][CH2:40][N:39]([C:43]2[CH:50]=[CH:49][C:46]([C:47]#[N:48])=[CH:45][CH:44]=2)[CH2:38]1. The yield is 0.220.